Dataset: Peptide-MHC class I binding affinity with 185,985 pairs from IEDB/IMGT. Task: Regression. Given a peptide amino acid sequence and an MHC pseudo amino acid sequence, predict their binding affinity value. This is MHC class I binding data. (1) The peptide sequence is NLADQLIHL. The MHC is BoLA-T2C with pseudo-sequence BoLA-T2C. The binding affinity (normalized) is 1.00. (2) The peptide sequence is TVFFVLMML. The MHC is HLA-A68:02 with pseudo-sequence HLA-A68:02. The binding affinity (normalized) is 0.669. (3) The peptide sequence is FHAPPPSVC. The MHC is HLA-A23:01 with pseudo-sequence HLA-A23:01. The binding affinity (normalized) is 0.0847. (4) The peptide sequence is SLFNTIATI. The MHC is HLA-A02:03 with pseudo-sequence HLA-A02:03. The binding affinity (normalized) is 1.00. (5) The peptide sequence is FSFEIALLK. The MHC is HLA-A26:01 with pseudo-sequence HLA-A26:01. The binding affinity (normalized) is 0.0847. (6) The peptide sequence is KYDDRIQSQ. The MHC is HLA-A24:03 with pseudo-sequence HLA-A24:03. The binding affinity (normalized) is 0.0847.